From a dataset of Forward reaction prediction with 1.9M reactions from USPTO patents (1976-2016). Predict the product of the given reaction. (1) The product is: [CH2:1]([O:3][C:4]([C:6]1[CH:10]=[C:9]([O:11][CH2:12][C:13]2[CH:18]=[C:17]([C:19]([F:20])([F:22])[F:21])[CH:16]=[C:15]([F:23])[CH:14]=2)[N:8]([CH2:24][C:25]([OH:27])=[O:26])[N:7]=1)=[O:5])[CH3:2]. Given the reactants [CH2:1]([O:3][C:4]([C:6]1[CH:10]=[C:9]([O:11][CH2:12][C:13]2[CH:18]=[C:17]([C:19]([F:22])([F:21])[F:20])[CH:16]=[C:15]([F:23])[CH:14]=2)[N:8]([CH2:24][C:25]([O:27]CC)=[O:26])[N:7]=1)=[O:5])[CH3:2].[Li+].[OH-].Cl, predict the reaction product. (2) Given the reactants [CH3:1][N:2]([CH3:19])[C:3]1[CH:4]=[C:5]([CH:11]=[CH:12][C:13]=1[CH2:14][CH2:15][CH2:16][CH2:17][CH3:18])[C:6](OCC)=[O:7].C(C1C=C(C=CC=1)C(OCC)=O)CCC.[H-].[Al+3].[Li+].[H-].[H-].[H-].O1CCCC1, predict the reaction product. The product is: [CH3:1][N:2]([CH3:19])[C:3]1[CH:4]=[C:5]([CH:11]=[CH:12][C:13]=1[CH2:14][CH2:15][CH2:16][CH2:17][CH3:18])[CH2:6][OH:7]. (3) Given the reactants [F:1][C:2]1[CH:7]=[CH:6][C:5]([CH2:8][C:9]2[C:18]3[C:13](=[CH:14][CH:15]=[CH:16][CH:17]=3)[C:12](=[O:19])[NH:11][N:10]=2)=[CH:4][C:3]=1[N:20]1[C:24](=[O:25])[CH:23]([CH3:26])[N:22]([CH2:27][C:28]([OH:30])=[O:29])[C:21]1=[O:31].S(=O)(=O)(O)O.[CH3:37]O, predict the reaction product. The product is: [CH3:37][O:29][C:28](=[O:30])[CH2:27][N:22]1[CH:23]([CH3:26])[C:24](=[O:25])[N:20]([C:3]2[CH:4]=[C:5]([CH2:8][C:9]3[C:18]4[C:13](=[CH:14][CH:15]=[CH:16][CH:17]=4)[C:12](=[O:19])[NH:11][N:10]=3)[CH:6]=[CH:7][C:2]=2[F:1])[C:21]1=[O:31].